Dataset: Full USPTO retrosynthesis dataset with 1.9M reactions from patents (1976-2016). Task: Predict the reactants needed to synthesize the given product. Given the product [Br:5][C:6]1[C:7](=[O:14])[NH:8][N:9]=[C:10]([Cl:12])[CH:11]=1, predict the reactants needed to synthesize it. The reactants are: N([O-])=O.[Na+].[Br:5][C:6]1[CH:11]=[C:10]([Cl:12])[N:9]=[N:8][C:7]=1N.[OH2:14].